From a dataset of Forward reaction prediction with 1.9M reactions from USPTO patents (1976-2016). Predict the product of the given reaction. (1) Given the reactants [F:1][C:2]1[CH:3]=[C:4]([CH2:9][C@H:10]([NH:14][C:15](=[O:21])[O:16][C:17]([CH3:20])([CH3:19])[CH3:18])[C@H:11]2[CH2:13][O:12]2)[CH:5]=[C:6]([F:8])[CH:7]=1.[C@@H:22]1([NH2:32])[C:31]2[C:26](=[CH:27][CH:28]=[CH:29][CH:30]=2)CCC1.C[CH:34]([OH:36])C, predict the reaction product. The product is: [F:1][C:2]1[CH:3]=[C:4]([CH:5]=[C:6]([F:8])[CH:7]=1)[CH2:9][C@H:10]([NH:14][C:15](=[O:21])[O:16][C:17]([CH3:20])([CH3:19])[CH3:18])[C@H:11]([OH:12])[CH2:13][NH:32][CH2:22][C:31]1[CH:30]=[CH:29][CH:28]=[C:27]([O:36][CH3:34])[CH:26]=1. (2) The product is: [CH3:16][O:12][C:11](=[O:13])[CH2:10][C@@H:9]([C:6]1[CH:5]=[CH:4][C:3]([CH2:2][OH:1])=[CH:8][CH:7]=1)[CH2:14][CH3:15]. Given the reactants [OH:1][CH2:2][C:3]1[CH:8]=[CH:7][C:6]([C@@H:9]([CH2:14][CH3:15])[CH2:10][C:11]([OH:13])=[O:12])=[CH:5][CH:4]=1.[CH3:16]O, predict the reaction product. (3) Given the reactants C(O[CH:5](OC(C)C)[N:6]([CH3:8])[CH3:7])(C)C.[Br:13][C:14]1[CH:19]=[C:18]([N+:20]([O-:22])=[O:21])[C:17]([CH3:23])=[CH:16][C:15]=1[F:24], predict the reaction product. The product is: [Br:13][C:14]1[C:15]([F:24])=[CH:16][C:17]([CH:23]=[CH:5][N:6]([CH3:7])[CH3:8])=[C:18]([N+:20]([O-:22])=[O:21])[CH:19]=1. (4) Given the reactants [CH3:1][O:2][C:3]1[CH:15]=[CH:14][C:6]([C:7]([S:9][CH2:10][C:11]([OH:13])=[O:12])=[O:8])=[CH:5][C:4]=1[O:16][S:17]([CH3:20])(=[O:19])=[O:18].C(Cl)CCl.[Cl:25][C:26]1[CH:27]=[N+:28]([O-:51])[CH:29]=[C:30]([Cl:50])[C:31]=1[CH2:32][C@@H:33]([C:35]1[CH:40]=[CH:39][C:38]([O:41][CH:42]([F:44])[F:43])=[C:37]([O:45][CH2:46][CH:47]2[CH2:49][CH2:48]2)[CH:36]=1)O, predict the reaction product. The product is: [Cl:25][C:26]1[CH:27]=[N+:28]([O-:51])[CH:29]=[C:30]([Cl:50])[C:31]=1[CH2:32][C@@H:33]([C:35]1[CH:40]=[CH:39][C:38]([O:41][CH:42]([F:44])[F:43])=[C:37]([O:45][CH2:46][CH:47]2[CH2:49][CH2:48]2)[CH:36]=1)[O:12][C:11](=[O:13])[CH2:10][S:9][C:7](=[O:8])[C:6]1[CH:14]=[CH:15][C:3]([O:2][CH3:1])=[C:4]([O:16][S:17]([CH3:20])(=[O:19])=[O:18])[CH:5]=1. (5) Given the reactants [OH:1][C@@H:2]1[C:10]2[C:5](=[C:6]([C:11]([CH:13]3[CH2:18][CH2:17][O:16][CH2:15][CH2:14]3)=[O:12])[CH:7]=[CH:8][CH:9]=2)[CH2:4][CH2:3]1.[CH3:19][O:20][C:21](=[O:33])[CH2:22][C@H:23]1[C:27]2[CH:28]=[CH:29][C:30](O)=[CH:31][C:26]=2[O:25][CH2:24]1, predict the reaction product. The product is: [CH3:19][O:20][C:21](=[O:33])[CH2:22][C@H:23]1[C:27]2[CH:28]=[CH:29][C:30]([O:1][C@H:2]3[C:10]4[C:5](=[C:6]([C:11]([CH:13]5[CH2:18][CH2:17][O:16][CH2:15][CH2:14]5)=[O:12])[CH:7]=[CH:8][CH:9]=4)[CH2:4][CH2:3]3)=[CH:31][C:26]=2[O:25][CH2:24]1. (6) Given the reactants C1(S(OCCCCCCCCCCCC)(=O)=O)C=CC=CC=1.[Na].[C:24]([O:28][CH3:29])(=[O:27])[CH:25]=[CH2:26].[C:30]([O:35][CH3:36])(=[O:34])[C:31]([CH3:33])=[CH2:32].[C:37]([OH:41])(=[O:40])[CH:38]=[CH2:39].S(OOS([O-])(=O)=O)([O-])(=O)=O.[K+].[K+], predict the reaction product. The product is: [CH3:29][O:28][C:24](=[O:27])[CH:25]=[CH2:26].[CH3:36][O:35][C:30](=[O:34])[C:31]([CH3:33])=[CH2:32].[C:37]([OH:41])(=[O:40])[CH:38]=[CH2:39].